Dataset: Forward reaction prediction with 1.9M reactions from USPTO patents (1976-2016). Task: Predict the product of the given reaction. (1) Given the reactants [OH-].[Na+].C[O:4][C:5](=[O:25])[CH2:6][CH2:7][CH2:8][CH2:9][CH2:10][CH2:11][C:12]1[S:13][C:14]([C:17]2[CH:22]=[C:21]([Cl:23])[CH:20]=[CH:19][C:18]=2[OH:24])=[CH:15][N:16]=1, predict the reaction product. The product is: [Cl:23][C:21]1[CH:20]=[CH:19][C:18]([OH:24])=[C:17]([C:14]2[S:13][C:12]([CH2:11][CH2:10][CH2:9][CH2:8][CH2:7][CH2:6][C:5]([OH:25])=[O:4])=[N:16][CH:15]=2)[CH:22]=1. (2) Given the reactants [CH3:1][O:2][C:3]1[CH:4]=[CH:5][C:6]([CH:10]2[CH2:19][CH2:18][C:17]3[C:12](=[CH:13][CH:14]=[C:15]([O:20][CH3:21])[CH:16]=3)[CH2:11]2)=[C:7]([NH2:9])[CH:8]=1.[CH3:22][O:23][C:24]1[CH:29]=[CH:28][C:27]([CH2:30][C:31](Cl)=O)=[CH:26][CH:25]=1.N1C=CC=CC=1, predict the reaction product. The product is: [CH3:1][O:2][C:3]1[CH:4]=[CH:5][C:6]([CH:10]2[CH2:19][CH2:18][C:17]3[C:12](=[CH:13][CH:14]=[C:15]([O:20][CH3:21])[CH:16]=3)[CH2:11]2)=[C:7]([NH:9][CH2:31][CH2:30][C:27]2[CH:28]=[CH:29][C:24]([O:23][CH3:22])=[CH:25][CH:26]=2)[CH:8]=1. (3) The product is: [CH3:37][C:32]1[C:31]([CH:2]([O:38][CH2:39][CH2:40][N:41]2[C:42](=[O:51])[C:43]3[C:48](=[CH:47][CH:46]=[CH:45][CH:44]=3)[C:49]2=[O:50])[C:3]2[O:4][C:5]3[CH:11]=[CH:10][C:9]([CH2:12][C:13]([NH:15][CH:16]([C:23]4[CH:28]=[CH:27][C:26]([CH3:29])=[CH:25][C:24]=4[CH3:30])[C:17]4[CH:22]=[CH:21][CH:20]=[CH:19][CH:18]=4)=[O:14])=[CH:8][C:6]=3[CH:7]=2)=[C:35]([CH3:36])[O:34][N:33]=1. Given the reactants Cl[CH:2]([C:31]1[C:32]([CH3:37])=[N:33][O:34][C:35]=1[CH3:36])[C:3]1[O:4][C:5]2[CH:11]=[CH:10][C:9]([CH2:12][C:13]([NH:15][CH:16]([C:23]3[CH:28]=[CH:27][C:26]([CH3:29])=[CH:25][C:24]=3[CH3:30])[C:17]3[CH:22]=[CH:21][CH:20]=[CH:19][CH:18]=3)=[O:14])=[CH:8][C:6]=2[CH:7]=1.[OH:38][CH2:39][CH2:40][N:41]1[C:49](=[O:50])[C:48]2[C:43](=[CH:44][CH:45]=[CH:46][CH:47]=2)[C:42]1=[O:51], predict the reaction product. (4) Given the reactants [F:1][C:2]([F:15])([F:14])[CH2:3][O:4][C:5]1[N:10]=[C:9]([C:11]([OH:13])=[O:12])[CH:8]=[CH:7][CH:6]=1.CI.[C:18](=O)([O-])[O-].[K+].[K+].O, predict the reaction product. The product is: [F:15][C:2]([F:1])([F:14])[CH2:3][O:4][C:5]1[N:10]=[C:9]([C:11]([O:13][CH3:18])=[O:12])[CH:8]=[CH:7][CH:6]=1. (5) Given the reactants [Br:1][C:2]1[CH:3]=[C:4]2[C:13](=[CH:14][CH:15]=1)[C:12]1[N:8]([CH:9]=[C:10](I)[N:11]=1)[CH2:7][CH2:6][O:5]2.[C:17](=[NH:20])([NH2:19])[CH3:18].CC1(C)C2[C:43](=C(P(C3C=CC=CC=3)C3C=CC=CC=3)C=CC=2)[O:42][C:24]2[C:25](P(C3C=CC=CC=3)C3C=CC=CC=3)=CC=C[C:23]1=2.COC(C)[CH2:66][NH:67]N, predict the reaction product. The product is: [Br:1][C:2]1[CH:3]=[C:4]2[C:13](=[CH:14][CH:15]=1)[C:12]1[N:8]([CH:9]=[C:10]([C:66]3[N:67]([CH2:23][CH:24]([O:42][CH3:43])[CH3:25])[N:19]=[C:17]([CH3:18])[N:20]=3)[N:11]=1)[CH2:7][CH2:6][O:5]2. (6) Given the reactants [NH2:1][C:2]1[N:7]=[C:6]([C:8]2[CH:15]=[CH:14][C:11]([C:12]#[N:13])=[C:10](F)[CH:9]=2)[CH:5]=[C:4]([N:17]2[CH2:22][CH2:21][CH2:20][CH2:19][CH2:18]2)[N:3]=1.O.[NH2:24][NH2:25], predict the reaction product. The product is: [NH2:1][C:2]1[N:7]=[C:6]([C:8]2[CH:9]=[C:10]3[C:11]([C:12]([NH2:13])=[N:24][NH:25]3)=[CH:14][CH:15]=2)[CH:5]=[C:4]([N:17]2[CH2:22][CH2:21][CH2:20][CH2:19][CH2:18]2)[N:3]=1. (7) Given the reactants [H-].[Al+3].[Li+].[H-].[H-].[H-].C[O-].[Na+].[Br:10][C:11]1[CH:16]=[CH:15][C:14]([C:17]#[C:18][CH2:19][OH:20])=[CH:13][CH:12]=1.C(OCC)(=O)C.[Cl:27][C:28]1[CH:33]=[CH:32][C:31](I)=[CH:30][CH:29]=1.O1C=CC=C1P(C1OC=CC=1)C1OC=CC=1, predict the reaction product. The product is: [Br:10][C:11]1[CH:12]=[CH:13][C:14](/[C:17](/[C:31]2[CH:32]=[CH:33][C:28]([Cl:27])=[CH:29][CH:30]=2)=[CH:18]/[CH2:19][OH:20])=[CH:15][CH:16]=1.